From a dataset of Catalyst prediction with 721,799 reactions and 888 catalyst types from USPTO. Predict which catalyst facilitates the given reaction. (1) Reactant: [F:1][C:2]1[CH:7]=[CH:6][C:5]([O:8][CH3:9])=[CH:4][C:3]=1[C:10]1[CH:11]=[CH:12][C:13]([CH:16]([OH:19])[CH2:17][OH:18])=[N:14][CH:15]=1.N1C=CN=C1.[C:25]([Si:29](Cl)([C:36]1[CH:41]=[CH:40][CH:39]=[CH:38][CH:37]=1)[C:30]1[CH:35]=[CH:34][CH:33]=[CH:32][CH:31]=1)([CH3:28])([CH3:27])[CH3:26]. Product: [Si:29]([O:18][CH2:17][CH:16]([C:13]1[CH:12]=[CH:11][C:10]([C:3]2[CH:4]=[C:5]([O:8][CH3:9])[CH:6]=[CH:7][C:2]=2[F:1])=[CH:15][N:14]=1)[OH:19])([C:25]([CH3:28])([CH3:27])[CH3:26])([C:36]1[CH:37]=[CH:38][CH:39]=[CH:40][CH:41]=1)[C:30]1[CH:35]=[CH:34][CH:33]=[CH:32][CH:31]=1. The catalyst class is: 2. (2) Reactant: [CH3:1][O:2][C:3]1[CH:4]=[C:5]2[C:10](=[CH:11][C:12]=1[O:13][CH3:14])[N:9]=[CH:8][CH:7]=[C:6]2[O:15][C:16]1[CH:22]=[CH:21][C:19]([NH2:20])=[CH:18][CH:17]=1.Cl[C:24](Cl)([O:26]C(=O)OC(Cl)(Cl)Cl)Cl.[O:35]1[CH2:40][CH2:39][N:38]([CH2:41][CH2:42][CH:43]([OH:47])[CH2:44][CH2:45][CH3:46])[CH2:37][CH2:36]1.C(=O)(O)[O-].[Na+]. Product: [CH3:1][O:2][C:3]1[CH:4]=[C:5]2[C:10](=[CH:11][C:12]=1[O:13][CH3:14])[N:9]=[CH:8][CH:7]=[C:6]2[O:15][C:16]1[CH:22]=[CH:21][C:19]([NH:20][C:24](=[O:26])[O:47][CH:43]([CH2:42][CH2:41][N:38]2[CH2:39][CH2:40][O:35][CH2:36][CH2:37]2)[CH2:44][CH2:45][CH3:46])=[CH:18][CH:17]=1. The catalyst class is: 208. (3) Reactant: [OH:1][CH2:2][CH:3]1[CH2:8][CH2:7][CH:6]([C:9]([O:11][CH3:12])=[O:10])[CH2:5][CH2:4]1.C([O-])(O)=O.[Na+].CC(OI1(OC(C)=O)(OC(C)=O)OC(=O)C2C=CC=CC1=2)=O.S([O-])([O-])(=O)=S.[Na+].[Na+]. Product: [CH:2]([CH:3]1[CH2:4][CH2:5][CH:6]([C:9]([O:11][CH3:12])=[O:10])[CH2:7][CH2:8]1)=[O:1]. The catalyst class is: 158. (4) Reactant: [F:1][C:2]1[C:3](O)=[N:4][C:5](O)=[N:6][CH:7]=1.N(CC)(CC)CC.[ClH:17].P(Cl)(Cl)(Cl)(Cl)[Cl:19].P(Cl)(Cl)(Cl)(Cl)Cl.O=P(Cl)(Cl)Cl. Product: [Cl:17][C:5]1[N:4]=[C:3]([Cl:19])[C:2]([F:1])=[CH:7][N:6]=1. The catalyst class is: 265. (5) Reactant: [Cl:1][C:2]1[N:3]=[C:4]([Cl:11])[C:5]2[CH:10]=[CH:9][NH:8][C:6]=2[N:7]=1.C([O-])([O-])=O.[K+].[K+].Br[CH2:19][CH:20]1[CH2:25][CH2:24][N:23]([C:26]([O:28][C:29]([CH3:32])([CH3:31])[CH3:30])=[O:27])[CH2:22][CH2:21]1. Product: [Cl:1][C:2]1[N:3]=[C:4]([Cl:11])[C:5]2[CH:10]=[CH:9][N:8]([CH2:19][CH:20]3[CH2:25][CH2:24][N:23]([C:26]([O:28][C:29]([CH3:30])([CH3:32])[CH3:31])=[O:27])[CH2:22][CH2:21]3)[C:6]=2[N:7]=1. The catalyst class is: 3.